From a dataset of Reaction yield outcomes from USPTO patents with 853,638 reactions. Predict the reaction yield, written as a fraction of the theoretical maximum amount of product (1.0 means a 100% yield; for example, 0.34 means a 34% yield). (1) The reactants are [Br:1][C:2]1[N:6]=[C:5]([CH:7]=O)[N:4]([CH2:9][C:10]2[CH:15]=[CH:14][C:13]([O:16][CH3:17])=[CH:12][CH:11]=2)[N:3]=1.[Cl-].[CH3:19][C:20]1[N:25]2[N:26]=[C:27]([CH2:29][P+](C3C=CC=CC=3)(C3C=CC=CC=3)C3C=CC=CC=3)[N:28]=[C:24]2[C:23]([CH3:49])=[N:22][CH:21]=1. No catalyst specified. The product is [Br:1][C:2]1[N:6]=[C:5]([CH:7]=[CH:29][C:27]2[N:28]=[C:24]3[C:23]([CH3:49])=[N:22][CH:21]=[C:20]([CH3:19])[N:25]3[N:26]=2)[N:4]([CH2:9][C:10]2[CH:15]=[CH:14][C:13]([O:16][CH3:17])=[CH:12][CH:11]=2)[N:3]=1. The yield is 0.354. (2) The reactants are [C:1]([O:5][CH3:6])(=[O:4])[CH:2]=[CH2:3].[N+:7]([CH:9](S(C1C=CC(C)=CC=1)(=O)=O)[CH3:10])#[C-:8].[H-].[Na+].[Cl-].[Na+]. The catalyst is C(OCC)C.CS(C)=O. The product is [CH3:10][C:9]1[NH:7][CH:8]=[C:2]([C:1]([O:5][CH3:6])=[O:4])[CH:3]=1. The yield is 0.652. (3) The reactants are [CH3:1][C:2]1[C:6]([C:7]([O:9][CH3:10])=[O:8])=[CH:5][NH:4][N:3]=1.Br[CH2:12][CH2:13][C:14]1[CH:19]=[CH:18][CH:17]=[CH:16][CH:15]=1.C(=O)([O-])[O-].[K+].[K+]. The catalyst is CN(C)C=O. The product is [CH3:1][C:2]1[N:3]([CH2:12][CH2:13][C:14]2[CH:19]=[CH:18][CH:17]=[CH:16][CH:15]=2)[N:4]=[CH:5][C:6]=1[C:7]([O:9][CH3:10])=[O:8]. The yield is 0.360. (4) The reactants are [Br:1][C:2]1[CH:7]=[CH:6][C:5]([C:8]([F:11])([F:10])[F:9])=[CH:4][C:3]=1[C:12]1[CH2:13][CH2:14][N:15]([CH3:18])[CH2:16][CH:17]=1. The catalyst is C(O)C.C(Cl)Cl.[Pt](=O)=O. The product is [Br:1][C:2]1[CH:7]=[CH:6][C:5]([C:8]([F:9])([F:10])[F:11])=[CH:4][C:3]=1[CH:12]1[CH2:13][CH2:14][N:15]([CH3:18])[CH2:16][CH2:17]1. The yield is 0.0236. (5) The reactants are [CH2:1]([O:3][C:4](=[O:29])[CH2:5][C:6]1[CH:11]=[CH:10][C:9]([NH:12][C:13]([NH:15][C:16]2[S:17][C:18](Br)=[CH:19][N:20]=2)=[O:14])=[C:8]([C:22]([CH:24]2[CH2:28][CH2:27][CH2:26][CH2:25]2)=[O:23])[CH:7]=1)[CH3:2].[SH:30][C:31]1[CH:36]=[CH:35][CH:34]=[CH:33][N:32]=1. No catalyst specified. The product is [CH2:1]([O:3][C:4](=[O:29])[CH2:5][C:6]1[CH:11]=[CH:10][C:9]([NH:12][C:13]([NH:15][C:16]2[S:17][C:18]([S:30][C:31]3[CH:36]=[CH:35][CH:34]=[CH:33][N:32]=3)=[CH:19][N:20]=2)=[O:14])=[C:8]([C:22]([CH:24]2[CH2:28][CH2:27][CH2:26][CH2:25]2)=[O:23])[CH:7]=1)[CH3:2]. The yield is 0.300. (6) The yield is 0.900. The product is [O:4]1[CH2:2][CH:3]1[C:5]1[CH:14]=[CH:13][C:8]([C:9]([O:11][CH3:12])=[O:10])=[CH:7][CH:6]=1. The catalyst is CO. The reactants are Br[CH2:2][C:3]([C:5]1[CH:14]=[CH:13][C:8]([C:9]([O:11][CH3:12])=[O:10])=[CH:7][CH:6]=1)=[O:4].[BH4-].[Na+].C([O-])([O-])=O.[K+].[K+].O. (7) The reactants are Br[CH2:2][C:3]1[C:8]2[N:9]=[C:10]([C:12]3[CH:17]=[CH:16][C:15]([O:18][CH3:19])=[CH:14][CH:13]=3)[S:11][C:7]=2[CH:6]=[C:5]([O:20][CH3:21])[CH:4]=1.[C-:22]#[N:23].[K+]. The catalyst is C(O)C.O. The product is [C:22]([CH2:2][C:3]1[C:8]2[N:9]=[C:10]([C:12]3[CH:17]=[CH:16][C:15]([O:18][CH3:19])=[CH:14][CH:13]=3)[S:11][C:7]=2[CH:6]=[C:5]([O:20][CH3:21])[CH:4]=1)#[N:23]. The yield is 0.730.